Predict the reactants needed to synthesize the given product. From a dataset of Full USPTO retrosynthesis dataset with 1.9M reactions from patents (1976-2016). Given the product [CH2:1]([N:8]1[C:13](=[O:14])[C:12]2=[C:15]([Cl:18])[CH:16]=[CH:17][N:11]2[N:10]=[C:9]1[CH:19]([OH:20])[CH:21]=[CH2:22])[C:2]1[CH:7]=[CH:6][CH:5]=[CH:4][CH:3]=1, predict the reactants needed to synthesize it. The reactants are: [CH2:1]([N:8]1[C:13](=[O:14])[C:12]2=[C:15]([Cl:18])[CH:16]=[CH:17][N:11]2[N:10]=[C:9]1[CH:19]=[O:20])[C:2]1[CH:7]=[CH:6][CH:5]=[CH:4][CH:3]=1.[CH:21]([Mg]Br)=[CH2:22].